Dataset: Reaction yield outcomes from USPTO patents with 853,638 reactions. Task: Predict the reaction yield, written as a fraction of the theoretical maximum amount of product (1.0 means a 100% yield; for example, 0.34 means a 34% yield). (1) The reactants are [O:1]1[C:5]2[CH:6]=[CH:7][C:8]([NH:10][C:11](=[O:32])[NH:12][C:13]3[N:17]([C:18]4[CH:19]=[C:20]([CH2:24][C:25]([OH:27])=O)[CH:21]=[CH:22][CH:23]=4)[N:16]=[C:15]([C:28]([CH3:31])([CH3:30])[CH3:29])[CH:14]=3)=[CH:9][C:4]=2[O:3][CH2:2]1.[CH3:33][NH:34][CH3:35].CCN(C(C)C)C(C)C.C1CN([P+](ON2N=NC3C=CC=CC2=3)(N2CCCC2)N2CCCC2)CC1.F[P-](F)(F)(F)(F)F. The catalyst is C1COCC1. The product is [O:1]1[C:5]2[CH:6]=[CH:7][C:8]([NH:10][C:11]([NH:12][C:13]3[N:17]([C:18]4[CH:23]=[CH:22][CH:21]=[C:20]([CH2:24][C:25]([N:34]([CH3:35])[CH3:33])=[O:27])[CH:19]=4)[N:16]=[C:15]([C:28]([CH3:29])([CH3:30])[CH3:31])[CH:14]=3)=[O:32])=[CH:9][C:4]=2[O:3][CH2:2]1. The yield is 0.920. (2) The reactants are [NH2:1][C:2](=O)[CH:3]([F:18])[CH:4]([P:6](C(OCC)OCC)(=[O:10])[O:7]CC)[CH3:5].B.C1COCC1.Cl. The catalyst is C1COCC1. The product is [NH2:1][CH2:2][CH:3]([F:18])[CH:4]([PH:6](=[O:7])[OH:10])[CH3:5]. The yield is 0.150. (3) The reactants are [CH3:1][O:2][CH2:3][CH2:4][O:5][CH2:6][O:7][C:8]1[CH:15]=[CH:14][C:11]([CH:12]=O)=[CH:10][CH:9]=1.[CH3:16][N+:17]([O-:19])=[O:18]. The catalyst is C1COCC1. The product is [CH3:1][O:2][CH2:3][CH2:4][O:5][CH2:6][O:7][C:8]1[CH:15]=[CH:14][C:11](/[CH:12]=[CH:16]/[N+:17]([O-:19])=[O:18])=[CH:10][CH:9]=1. The yield is 0.790. (4) The reactants are [CH3:1][C:2]1[O:6][N:5]=[C:4]([CH2:7][O:8][C:9]2[CH:14]=[CH:13][C:12]([N+:15]([O-])=O)=[CH:11][CH:10]=2)[CH:3]=1.S(S([O-])=O)([O-])=O.[Na+].[Na+].C([O-])([O-])=O.[K+].[K+]. The catalyst is CO.C(Cl)Cl. The product is [CH3:1][C:2]1[O:6][N:5]=[C:4]([CH2:7][O:8][C:9]2[CH:14]=[CH:13][C:12]([NH2:15])=[CH:11][CH:10]=2)[CH:3]=1. The yield is 0.460. (5) The reactants are [NH2:1][C:2]1[CH:7]=[CH:6][C:5]([C:8]#[C:9][C:10]2[N:11]([CH2:23][CH3:24])[C:12]3[C:17]([C:18]=2[C:19]#[N:20])=[CH:16][CH:15]=[C:14]([O:21][CH3:22])[CH:13]=3)=[CH:4][CH:3]=1.C(N(CC)CC)C.[C:32](Cl)(=[O:34])[CH3:33]. The catalyst is C1COCC1. The product is [C:19]([C:18]1[C:17]2[C:12](=[CH:13][C:14]([O:21][CH3:22])=[CH:15][CH:16]=2)[N:11]([CH2:23][CH3:24])[C:10]=1[C:9]#[C:8][C:5]1[CH:6]=[CH:7][C:2]([NH:1][C:32](=[O:34])[CH3:33])=[CH:3][CH:4]=1)#[N:20]. The yield is 0.960. (6) The reactants are [NH2:1][C:2]1[CH:3]=[C:4]2[C:20](=[O:21])[NH:19][N:18]=[CH:17][C:6]3=[C:7]([C:11]4[CH:16]=[CH:15][CH:14]=[CH:13][CH:12]=4)[NH:8][C:9]([CH:10]=1)=[C:5]23.[CH2:22]([S:24][C:25]1[N:33]=[CH:32][CH:31]=[CH:30][C:26]=1[C:27](O)=[O:28])[CH3:23].C(N(CC)CC)C.F[P-](F)(F)(F)(F)F.N1(OC(N(C)C)=[N+](C)C)C2N=CC=CC=2N=N1. The catalyst is C(Cl)Cl.CN(C)C=O. The product is [CH2:22]([S:24][C:25]1[N:33]=[CH:32][CH:31]=[CH:30][C:26]=1[C:27]([NH:1][C:2]1[CH:3]=[C:4]2[C:20](=[O:21])[NH:19][N:18]=[CH:17][C:6]3=[C:7]([C:11]4[CH:12]=[CH:13][CH:14]=[CH:15][CH:16]=4)[NH:8][C:9]([CH:10]=1)=[C:5]23)=[O:28])[CH3:23]. The yield is 0.170.